Dataset: Forward reaction prediction with 1.9M reactions from USPTO patents (1976-2016). Task: Predict the product of the given reaction. (1) Given the reactants [Cl:1][C:2]1[CH:7]=[CH:6][CH:5]=[CH:4][C:3]=1[C:8]1[C:9](=[O:28])[N:10]([C:20]2[CH:25]=[CH:24][C:23]([O:26]C)=[CH:22][CH:21]=2)[CH:11]=[C:12]([C:14]2[CH:19]=[CH:18][CH:17]=[CH:16][N:15]=2)[CH:13]=1, predict the reaction product. The product is: [Cl:1][C:2]1[CH:7]=[CH:6][CH:5]=[CH:4][C:3]=1[C:8]1[C:9](=[O:28])[N:10]([C:20]2[CH:21]=[CH:22][C:23]([OH:26])=[CH:24][CH:25]=2)[CH:11]=[C:12]([C:14]2[CH:19]=[CH:18][CH:17]=[CH:16][N:15]=2)[CH:13]=1. (2) The product is: [C:1]1([C:7](=[CH2:10])[CH2:8][O:9][S:19]([CH3:18])(=[O:21])=[O:20])[CH:6]=[CH:5][CH:4]=[CH:3][CH:2]=1. Given the reactants [C:1]1([C:7](=[CH2:10])[CH2:8][OH:9])[CH:6]=[CH:5][CH:4]=[CH:3][CH:2]=1.C(N(CC)CC)C.[CH3:18][S:19](Cl)(=[O:21])=[O:20], predict the reaction product. (3) The product is: [CH3:20][N:15]1[CH2:16][CH2:17][CH:11]2[N:10]([C:7]3[CH:6]=[CH:5][C:4]([N+:1]([O-:3])=[O:2])=[CH:9][CH:8]=3)[CH2:14][CH2:13][CH:12]12. Given the reactants [N+:1]([C:4]1[CH:9]=[CH:8][C:7]([N:10]2[CH2:14][CH2:13][CH:12]3[NH:15][CH2:16][CH2:17][CH:11]23)=[CH:6][CH:5]=1)([O-:3])=[O:2].C=O.[CH:20](O)=O.Cl, predict the reaction product. (4) Given the reactants [Cl:1][C:2]1[CH:3]=[C:4]([CH2:9][O:10][C:11]2[N:15]([C:16]3[CH:21]=[C:20]([C:22]([OH:24])=[O:23])[CH:19]=[CH:18][N:17]=3)[N:14]=[CH:13][CH:12]=2)[CH:5]=[CH:6][C:7]=1[CH3:8].[C:25](#N)C.O, predict the reaction product. The product is: [Cl:1][C:2]1[CH:3]=[C:4]([CH2:9][O:10][C:11]2[N:15]([C:16]3[CH:21]=[C:20]([C:22]([O:24][CH3:25])=[O:23])[CH:19]=[CH:18][N:17]=3)[N:14]=[CH:13][CH:12]=2)[CH:5]=[CH:6][C:7]=1[CH3:8]. (5) Given the reactants [H-].C([Al+]CC(C)C)C(C)C.[CH3:11][C@@H:12]1[O:22][C:20](=[O:21])[C@@H:19]([NH:23][C:24]([C:26]2[C:31]([OH:32])=[C:30]([O:33][CH3:34])[CH:29]=[CH:28][N:27]=2)=[O:25])[CH2:18][O:17][C:15](=[O:16])[C@H:14]([CH2:35][C:36]2[CH:41]=[CH:40][CH:39]=[CH:38][CH:37]=2)[C@H:13]1[O:42]C(C(C)C)=O, predict the reaction product. The product is: [CH2:35]([C@@H:14]1[C@@H:13]([OH:42])[C@H:12]([CH3:11])[O:22][C:20](=[O:21])[C@@H:19]([NH:23][C:24]([C:26]2[C:31]([OH:32])=[C:30]([O:33][CH3:34])[CH:29]=[CH:28][N:27]=2)=[O:25])[CH2:18][O:17][C:15]1=[O:16])[C:36]1[CH:37]=[CH:38][CH:39]=[CH:40][CH:41]=1. (6) Given the reactants [O:1]1CCO[CH:2]1[CH2:6][N:7]1[C:16]2[C:11](=[N:12][CH:13]=[C:14]([N:17]3[CH:21]=[CH:20][N:19]=[CH:18]3)[CH:15]=2)[CH:10]=[CH:9][C:8]1=[O:22].FC(F)(F)C(O)=O, predict the reaction product. The product is: [N:17]1([C:14]2[CH:15]=[C:16]3[C:11]([CH:10]=[CH:9][C:8](=[O:22])[N:7]3[CH2:6][CH:2]=[O:1])=[N:12][CH:13]=2)[CH:21]=[CH:20][N:19]=[CH:18]1. (7) The product is: [Si:1]([O:8][CH2:9][C:10]([Cl:13])=[N:11][OH:12])([C:4]([CH3:7])([CH3:6])[CH3:5])([CH3:3])[CH3:2]. Given the reactants [Si:1]([O:8][CH2:9][CH:10]=[N:11][OH:12])([C:4]([CH3:7])([CH3:6])[CH3:5])([CH3:3])[CH3:2].[Cl:13]N1C(=O)CCC1=O.C1(C)C=CC=CC=1.O, predict the reaction product. (8) Given the reactants [CH3:1][CH:2]([CH3:33])[CH2:3][C@H:4]([NH:25][C:26](=[O:32])[O:27][C:28]([CH3:31])([CH3:30])[CH3:29])[CH2:5][O:6][C:7]1[C:8]([CH:23]=C)=[CH:9][C:10]2[C:19]3[C:14](=[CH:15][N:16]=[CH:17][CH:18]=3)[C:13](=[O:20])[N:12]([CH3:21])[C:11]=2[CH:22]=1.CC1C=CC=C(C)N=1.I([O-])(=O)(=O)=[O:43].[Na+], predict the reaction product. The product is: [CH:23]([C:8]1[C:7]([O:6][CH2:5][C@@H:4]([NH:25][C:26](=[O:32])[O:27][C:28]([CH3:31])([CH3:29])[CH3:30])[CH2:3][CH:2]([CH3:1])[CH3:33])=[CH:22][C:11]2[N:12]([CH3:21])[C:13](=[O:20])[C:14]3[C:19]([C:10]=2[CH:9]=1)=[CH:18][CH:17]=[N:16][CH:15]=3)=[O:43]. (9) The product is: [CH3:47][O:48][C:49](=[O:60])[C:50]1[CH:55]=[CH:54][C:53]([CH2:56][C:57]([NH:21][NH:20][C:18](=[O:19])[C:17]2[CH:22]=[CH:23][CH:24]=[C:15]([C:13]3[O:14][C:10]([C:7]4[CH:6]=[CH:5][C:4]([O:3][CH3:2])=[CH:9][CH:8]=4)=[CH:11][N:12]=3)[CH:16]=2)=[O:58])=[CH:52][CH:51]=1. Given the reactants Cl.[CH3:2][O:3][C:4]1[CH:9]=[CH:8][C:7]([C:10]2[O:14][C:13]([C:15]3[CH:16]=[C:17]([CH:22]=[CH:23][CH:24]=3)[C:18]([NH:20][NH2:21])=[O:19])=[N:12][CH:11]=2)=[CH:6][CH:5]=1.CCN=C=NCCCN(C)C.Cl.C1C=CC2N(O)N=NC=2C=1.[CH3:47][O:48][C:49](=[O:60])[C:50]1[CH:55]=[CH:54][C:53]([CH2:56][C:57](O)=[O:58])=[CH:52][CH:51]=1.C(N(C(C)C)CC)(C)C, predict the reaction product. (10) The product is: [Br:1][C:2]1[CH:9]=[CH:8][C:7]([O:10][Si:11]([C:14]([CH3:17])([CH3:16])[CH3:15])([CH3:12])[CH3:13])=[CH:6][C:3]=1[CH2:4][O:5][CH2:27][O:28][CH3:29]. Given the reactants [Br:1][C:2]1[CH:9]=[CH:8][C:7]([O:10][Si:11]([C:14]([CH3:17])([CH3:16])[CH3:15])([CH3:13])[CH3:12])=[CH:6][C:3]=1[CH2:4][OH:5].C(N(C(C)C)CC)(C)C.[CH3:27][O:28][CH2:29]Cl.O, predict the reaction product.